Dataset: Reaction yield outcomes from USPTO patents with 853,638 reactions. Task: Predict the reaction yield, written as a fraction of the theoretical maximum amount of product (1.0 means a 100% yield; for example, 0.34 means a 34% yield). (1) The reactants are Br[C:2]1[C:3]([CH3:12])=[CH:4][C:5]2[O:9][C:8]([F:10])=[CH:7][C:6]=2[CH:11]=1.[NH2:13][C:14]1[CH:19]=[N:18][C:17](B2OC(C)(C)C(C)(C)O2)=[CH:16][N:15]=1.[O-]P([O-])([O-])=O.[K+].[K+].[K+].CC(=O)OCC. The catalyst is C(#N)C.O1CCOCC1.O. The product is [F:10][C:8]1[O:9][C:5]2[CH:4]=[C:3]([CH3:12])[C:2]([C:17]3[N:18]=[CH:19][C:14]([NH2:13])=[N:15][CH:16]=3)=[CH:11][C:6]=2[CH:7]=1. The yield is 0.254. (2) The reactants are [CH:1]1[C:14]2[S:13][C:12]3[C:7](=[CH:8][CH:9]=[CH:10][CH:11]=3)[O:6][C:5]=2[CH:4]=[CH:3][CH:2]=1.[OH:15]O.O. The catalyst is C(O)(=O)C. The product is [CH:1]1[C:14]2[S:13](=[O:15])[C:12]3[C:7](=[CH:8][CH:9]=[CH:10][CH:11]=3)[O:6][C:5]=2[CH:4]=[CH:3][CH:2]=1. The yield is 0.830.